Dataset: In vitro SARS-CoV-2 activity screen of 1,480 approved drugs from Prestwick library. Task: Binary Classification. Given a drug SMILES string, predict its activity (active/inactive) in a high-throughput screening assay against a specified biological target. (1) The compound is Nc1c2ccccc2nc2ccccc12. The result is 0 (inactive). (2) The drug is Cc1c(N(C)C)c(=O)n(-c2ccccc2)n1C. The result is 0 (inactive). (3) The molecule is CN1CCC(=C2c3ccccc3CCc3cccnc32)CC1.O=C(O)/C=C\C(=O)O.O=C(O)/C=C\C(=O)O. The result is 0 (inactive). (4) The compound is Nc1nc2c(ncn2CCC(CO)CO)c(=O)[nH]1. The result is 0 (inactive).